From a dataset of Full USPTO retrosynthesis dataset with 1.9M reactions from patents (1976-2016). Predict the reactants needed to synthesize the given product. (1) Given the product [NH2:24][C:22]1[N:21]=[CH:20][N:19]=[C:18]2[N:17]([C@H:25]3[CH2:30][CH2:29][C@H:28]([N:31]4[CH2:32][CH2:33][N:34]([CH3:37])[CH2:35][CH2:36]4)[CH2:27][CH2:26]3)[N:16]=[C:15]([C:12]3[CH:13]=[CH:14][C:9]([OH:8])=[CH:10][CH:11]=3)[C:23]=12, predict the reactants needed to synthesize it. The reactants are: C([O:8][C:9]1[CH:14]=[CH:13][C:12]([C:15]2[C:23]3[C:18](=[N:19][CH:20]=[N:21][C:22]=3[NH2:24])[N:17]([C@H:25]3[CH2:30][CH2:29][C@H:28]([N:31]4[CH2:36][CH2:35][N:34]([CH3:37])[CH2:33][CH2:32]4)[CH2:27][CH2:26]3)[N:16]=2)=[CH:11][CH:10]=1)C1C=CC=CC=1.C([O-])=O.[NH4+]. (2) Given the product [C:9]([C:8]([CH3:12])([CH3:11])[C:5]1[CH:4]=[CH:3][C:2]([NH:1][C:19](=[O:20])[C:18]2[CH:22]=[CH:23][C:24]([O:25][CH2:26][CH3:27])=[C:16]([O:15][CH2:13][CH3:14])[CH:17]=2)=[CH:7][CH:6]=1)#[N:10], predict the reactants needed to synthesize it. The reactants are: [NH2:1][C:2]1[CH:7]=[CH:6][C:5]([C:8]([CH3:12])([CH3:11])[C:9]#[N:10])=[CH:4][CH:3]=1.[CH2:13]([O:15][C:16]1[CH:17]=[C:18]([CH:22]=[CH:23][C:24]=1[O:25][CH2:26][CH3:27])[C:19](O)=[O:20])[CH3:14].C1C=CC2N(O)N=NC=2C=1.C(Cl)CCl. (3) Given the product [C:3]([C:5]1[CH:6]=[C:7]([C:15]2[O:19][N:18]=[C:17]([C:20]3[C:21]([CH2:34][CH3:35])=[C:22]([CH2:26][CH2:27][CH2:28][C:29]([OH:31])=[O:30])[CH:23]=[CH:24][CH:25]=3)[N:16]=2)[CH:8]=[CH:9][C:10]=1[O:11][CH:12]([CH3:14])[CH3:13])#[N:4], predict the reactants needed to synthesize it. The reactants are: [OH-].[Na+].[C:3]([C:5]1[CH:6]=[C:7]([C:15]2[O:19][N:18]=[C:17]([C:20]3[C:21]([CH2:34][CH3:35])=[C:22]([CH2:26][CH2:27][CH2:28][C:29]([O:31]CC)=[O:30])[CH:23]=[CH:24][CH:25]=3)[N:16]=2)[CH:8]=[CH:9][C:10]=1[O:11][CH:12]([CH3:14])[CH3:13])#[N:4].Cl. (4) Given the product [F:14][C:15]1[CH:20]=[CH:19][C:18]([C:21]2[C:22]3[N:23]([N:27]=[C:28]([NH:30][CH:10]4[CH2:11][CH2:12][N:7]([C:5]5[S:4][N:3]=[C:2]([CH3:1])[N:6]=5)[CH2:8][CH2:9]4)[N:29]=3)[CH:24]=[CH:25][CH:26]=2)=[CH:17][CH:16]=1, predict the reactants needed to synthesize it. The reactants are: [CH3:1][C:2]1[N:6]=[C:5]([N:7]2[CH2:12][CH2:11][C:10](=O)[CH2:9][CH2:8]2)[S:4][N:3]=1.[F:14][C:15]1[CH:20]=[CH:19][C:18]([C:21]2[C:22]3[N:23]([N:27]=[C:28]([NH2:30])[N:29]=3)[CH:24]=[CH:25][CH:26]=2)=[CH:17][CH:16]=1. (5) Given the product [CH3:1][C:2]1([CH3:16])[C:6](=[O:7])[N:5]([CH2:8][C:9]2[CH:10]=[CH:11][CH:12]=[CH:13][C:14]=2[Cl:15])[O:4][CH2:3]1, predict the reactants needed to synthesize it. The reactants are: [CH3:1][C:2]1([CH3:16])[C:6](=[O:7])[N:5]([CH2:8][C:9]2[CH:10]=[CH:11][CH:12]=[CH:13][C:14]=2[Cl:15])[O:4][CH2:3]1.CO[Si](OC)(OC)OC. (6) Given the product [CH2:1]([O:3][C:4]([C:5]1[C:11](=[O:28])[C:12]([CH2:13][C:14]2[CH:19]=[CH:18][C:17]([F:20])=[C:16]([F:21])[CH:15]=2)=[C:22]2[N:23]([C:6]=1[OH:8])[CH:24]=[CH:25][CH:26]=[CH:27]2)=[O:29])[CH3:2], predict the reactants needed to synthesize it. The reactants are: [CH2:1]([O:3][C:4](=[O:29])[CH:5]([C:11](=[O:28])[CH:12]([C:22]1[CH:27]=[CH:26][CH:25]=[CH:24][N:23]=1)[CH2:13][C:14]1[CH:19]=[CH:18][C:17]([F:20])=[C:16]([F:21])[CH:15]=1)[C:6]([O:8]CC)=O)[CH3:2].O. (7) The reactants are: [CH2:1]([O:8][C:9](=[O:26])[C@@H:10]([NH:18][C:19]([O:21]C(C)(C)C)=O)[CH2:11][C:12]1[CH:17]=[CH:16][CH:15]=[CH:14][CH:13]=1)[C:2]1[CH:7]=[CH:6][CH:5]=[CH:4][CH:3]=1.FC(F)(F)C(O)=O.C(N(CC)C(C)C)(C)C.[C:43]([NH:50][C@H:51](C(O)=O)[CH3:52])([O:45][C:46]([CH3:49])([CH3:48])[CH3:47])=[O:44].CN(C(ON1N=NC2C=CC=NC1=2)=[N+](C)C)C.F[P-](F)(F)(F)(F)F. Given the product [CH2:1]([O:8][C:9](=[O:26])[C@@H:10]([NH:18][C:19](=[O:21])[C@@H:51]([NH:50][C:43]([O:45][C:46]([CH3:49])([CH3:48])[CH3:47])=[O:44])[CH3:52])[CH2:11][C:12]1[CH:13]=[CH:14][CH:15]=[CH:16][CH:17]=1)[C:2]1[CH:3]=[CH:4][CH:5]=[CH:6][CH:7]=1, predict the reactants needed to synthesize it. (8) The reactants are: Cl.Cl.[CH2:3]([O:5][C:6]1[CH:7]=[C:8]2[C:13](=[C:14]3[CH2:18][C:17]([CH3:20])([CH3:19])[O:16][C:15]=13)[C:12]([C:21]1[CH:22]=[C:23]([NH2:27])[CH:24]=[CH:25][CH:26]=1)=[N:11][C:10]([CH3:29])([CH3:28])[CH2:9]2)[CH3:4].C(N(CC)CC)C.[O-:37][C:38]#[N:39].[Na+].FC(F)(F)C(O)=O.C(=O)([O-])O.[Na+]. Given the product [CH2:3]([O:5][C:6]1[CH:7]=[C:8]2[C:13](=[C:14]3[CH2:18][C:17]([CH3:20])([CH3:19])[O:16][C:15]=13)[C:12]([C:21]1[CH:22]=[C:23]([NH:27][C:38]([NH2:39])=[O:37])[CH:24]=[CH:25][CH:26]=1)=[N:11][C:10]([CH3:28])([CH3:29])[CH2:9]2)[CH3:4], predict the reactants needed to synthesize it. (9) Given the product [C:2]([O:18][CH3:19])(=[O:17])/[CH:3]=[CH:4]/[C:5]([O:7][CH2:8][C:9]([N:10]1[CH2:15][CH2:14][N:13]([CH2:20][C:21]2[CH:26]=[CH:25][CH:24]=[CH:23][CH:22]=2)[CH2:12][CH2:11]1)=[O:16])=[O:6], predict the reactants needed to synthesize it. The reactants are: Cl.[C:2]([O:18][CH3:19])(=[O:17])/[CH:3]=[CH:4]/[C:5]([O:7][CH2:8][C:9](=[O:16])[N:10]1[CH2:15][CH2:14][NH:13][CH2:12][CH2:11]1)=[O:6].[CH2:20](Br)[C:21]1[CH:26]=[CH:25][CH:24]=[CH:23][CH:22]=1.C(N(C(C)C)CC)(C)C.